Dataset: Forward reaction prediction with 1.9M reactions from USPTO patents (1976-2016). Task: Predict the product of the given reaction. The product is: [C:8]1([C:14]2[CH2:18][C:17]3([CH2:23][CH2:22][CH2:21][NH:20][CH2:19]3)[O:16][N:15]=2)[CH:9]=[CH:10][CH:11]=[CH:12][CH:13]=1.[C:3]([OH:5])([C:2]([F:7])([F:6])[F:1])=[O:4]. Given the reactants [F:1][C:2]([F:7])([F:6])[C:3]([OH:5])=[O:4].[C:8]1([C:14]2[CH2:18][C:17]3([CH2:23][CH2:22][CH2:21][N:20](C(OC(C)(C)C)=O)[CH2:19]3)[O:16][N:15]=2)[CH:13]=[CH:12][CH:11]=[CH:10][CH:9]=1, predict the reaction product.